Dataset: Catalyst prediction with 721,799 reactions and 888 catalyst types from USPTO. Task: Predict which catalyst facilitates the given reaction. (1) Reactant: [Br:1][C:2]1[CH:7]=[CH:6][C:5]([C:8]2([CH3:14])[CH2:13][CH2:12][NH:11][CH2:10][CH2:9]2)=[CH:4][CH:3]=1.[O:15](C(OC(C)(C)C)=O)[C:16]([O:18][C:19]([CH3:22])([CH3:21])[CH3:20])=O. Product: [Br:1][C:2]1[CH:7]=[CH:6][C:5]([C:8]2([CH3:14])[CH2:9][CH2:10][N:11]([C:16]([O:18][C:19]([CH3:22])([CH3:21])[CH3:20])=[O:15])[CH2:12][CH2:13]2)=[CH:4][CH:3]=1. The catalyst class is: 34. (2) Reactant: [CH3:1][O:2][C:3]1[CH:4]=[C:5]([C:9](=[O:20])[C@@H:10]([NH:12][C:13](=[O:19])[O:14][C:15]([CH3:18])([CH3:17])[CH3:16])[CH3:11])[CH:6]=[CH:7][CH:8]=1.CC(C)[O-].[Al+3].CC(C)[O-].CC(C)[O-].CC(O)C. Product: [C:15]([O:14][C:13](=[O:19])[NH:12][C@@H:10]([CH3:11])[C@H:9]([OH:20])[C:5]1[CH:6]=[CH:7][CH:8]=[C:3]([O:2][CH3:1])[CH:4]=1)([CH3:18])([CH3:16])[CH3:17]. The catalyst class is: 11. (3) Reactant: C[O:2][C:3]([C:5]1[C:6]2[CH:7]=[CH:8][N:9]([CH2:14][C:15](=[O:21])[N:16]([CH2:19][CH3:20])[CH2:17][CH3:18])[C:10]=2[CH:11]=[CH:12][CH:13]=1)=[O:4].[OH-].[Na+]. Product: [CH2:19]([N:16]([CH2:17][CH3:18])[C:15]([CH2:14][N:9]1[C:10]2[CH:11]=[CH:12][CH:13]=[C:5]([C:3]([OH:4])=[O:2])[C:6]=2[CH:7]=[CH:8]1)=[O:21])[CH3:20]. The catalyst class is: 5.